Task: Predict which catalyst facilitates the given reaction.. Dataset: Catalyst prediction with 721,799 reactions and 888 catalyst types from USPTO Reactant: FC(F)(F)C(O)=O.[Cl:8][C:9]1[CH:10]=[C:11]([CH:30]2[O:35][CH2:34][CH2:33][N:32](C(OC(C)(C)C)=O)[CH2:31]2)[CH:12]=[CH:13][C:14]=1[NH:15][C:16]([C:18]1[CH:19]=[N:20][N:21]([C:23]2[CH:28]=[CH:27][C:26]([F:29])=[CH:25][CH:24]=2)[CH:22]=1)=[O:17].[OH-].[Na+]. Product: [Cl:8][C:9]1[CH:10]=[C:11]([CH:30]2[O:35][CH2:34][CH2:33][NH:32][CH2:31]2)[CH:12]=[CH:13][C:14]=1[NH:15][C:16]([C:18]1[CH:19]=[N:20][N:21]([C:23]2[CH:28]=[CH:27][C:26]([F:29])=[CH:25][CH:24]=2)[CH:22]=1)=[O:17]. The catalyst class is: 192.